From a dataset of Full USPTO retrosynthesis dataset with 1.9M reactions from patents (1976-2016). Predict the reactants needed to synthesize the given product. (1) Given the product [C:27]([O:31][C:32](=[O:44])[NH:33][CH2:34][CH:35]([NH:43][C:6](=[O:8])[C:5]1[CH:9]=[CH:10][C:2]([Cl:1])=[C:3]([NH:11][C:12]([C:14]2[C:15](=[O:26])[NH:16][C:17]3[C:22]([CH:23]=2)=[CH:21][N:20]=[C:19]([O:24][CH3:25])[CH:18]=3)=[O:13])[CH:4]=1)[C:36]1[CH:41]=[CH:40][CH:39]=[C:38]([Cl:42])[CH:37]=1)([CH3:30])([CH3:28])[CH3:29], predict the reactants needed to synthesize it. The reactants are: [Cl:1][C:2]1[CH:10]=[CH:9][C:5]([C:6]([OH:8])=O)=[CH:4][C:3]=1[NH:11][C:12]([C:14]1[C:15](=[O:26])[NH:16][C:17]2[C:22]([CH:23]=1)=[CH:21][N:20]=[C:19]([O:24][CH3:25])[CH:18]=2)=[O:13].[C:27]([O:31][C:32](=[O:44])[NH:33][CH2:34][CH:35]([NH2:43])[C:36]1[CH:41]=[CH:40][CH:39]=[C:38]([Cl:42])[CH:37]=1)([CH3:30])([CH3:29])[CH3:28]. (2) Given the product [C:1]([O:5][C:6]([N:8]1[CH2:13][CH2:12][C:11](=[C:14]([C:15]2[CH:20]=[CH:19][C:18]([C:21](=[O:27])[N:22]([CH2:24][CH2:25][OH:26])[CH3:23])=[CH:17][CH:16]=2)[C:37]2[CH:36]=[CH:35][CH:34]=[C:33]3[C:38]=2[N:29]=[CH:30][CH:31]=[CH:32]3)[CH2:10][CH2:9]1)=[O:7])([CH3:4])([CH3:3])[CH3:2], predict the reactants needed to synthesize it. The reactants are: [C:1]([O:5][C:6]([N:8]1[CH2:13][CH2:12][C:11](=[C:14](Br)[C:15]2[CH:20]=[CH:19][C:18]([C:21](=[O:27])[N:22]([CH2:24][CH2:25][OH:26])[CH3:23])=[CH:17][CH:16]=2)[CH2:10][CH2:9]1)=[O:7])([CH3:4])([CH3:3])[CH3:2].[N:29]1[C:38]2[C:33](=[CH:34][CH:35]=[CH:36][C:37]=2B(O)O)[CH:32]=[CH:31][CH:30]=1.C([O-])([O-])=O.[K+].[K+]. (3) The reactants are: [CH2:1]([C:3]1[N:11]([CH3:12])[C:10]2[C:9](=[O:13])[NH:8][C:7](=[O:14])[N:6]([CH2:15][CH2:16][CH3:17])[C:5]=2[N:4]=1)[CH3:2].C([O-])([O-])=O.[Cs+].[Cs+].[Cl:24][C:25]1[CH:32]=[CH:31][C:28]([CH2:29]Br)=[CH:27][CH:26]=1.O. Given the product [Cl:24][C:25]1[CH:32]=[CH:31][C:28]([CH2:29][N:8]2[C:9](=[O:13])[C:10]3[N:11]([CH3:12])[C:3]([CH2:1][CH3:2])=[N:4][C:5]=3[N:6]([CH2:15][CH2:16][CH3:17])[C:7]2=[O:14])=[CH:27][CH:26]=1, predict the reactants needed to synthesize it. (4) Given the product [Cl:31][C:29]1[CH:30]=[C:9]([OH:8])[CH:10]=[C:11]([Cl:32])[C:12]=1[CH2:13][CH:14]1[CH2:18][CH2:17][N:16]([CH:19]2[CH2:27][CH2:26][C:22]3[NH:23][CH:24]=[N:25][C:21]=3[CH2:20]2)[C:15]1=[O:28], predict the reactants needed to synthesize it. The reactants are: C([O:8][C:9]1[CH:30]=[C:29]([Cl:31])[C:12]([CH2:13][CH:14]2[CH2:18][CH2:17][N:16]([CH:19]3[CH2:27][CH2:26][C:22]4[NH:23][CH:24]=[N:25][C:21]=4[CH2:20]3)[C:15]2=[O:28])=[C:11]([Cl:32])[CH:10]=1)C1C=CC=CC=1. (5) Given the product [Cl:3][C:4]1[C:5]([OH:1])=[C:6]([CH:10]=[CH:11][C:12]=1[F:13])[C:7]([OH:9])=[O:8], predict the reactants needed to synthesize it. The reactants are: [OH-:1].[Na+].[Cl:3][C:4]1[C:5](F)=[C:6]([CH:10]=[CH:11][C:12]=1[F:13])[C:7]([OH:9])=[O:8].Cl. (6) Given the product [CH2:14]([C:21]1([OH:27])[CH2:26][CH2:25][N:24]([C:11]([C:3]2[C:4]3[O:8][CH2:7][O:6][C:5]=3[CH:9]=[CH:10][C:2]=2[Br:1])=[O:13])[CH2:23][CH2:22]1)[C:15]1[CH:16]=[CH:17][CH:18]=[CH:19][CH:20]=1, predict the reactants needed to synthesize it. The reactants are: [Br:1][C:2]1[CH:10]=[CH:9][C:5]2[O:6][CH2:7][O:8][C:4]=2[C:3]=1[C:11]([OH:13])=O.[CH2:14]([C:21]1([OH:27])[CH2:26][CH2:25][NH:24][CH2:23][CH2:22]1)[C:15]1[CH:20]=[CH:19][CH:18]=[CH:17][CH:16]=1.CN(C(ON1N=NC2C=CC=NC1=2)=[N+](C)C)C.F[P-](F)(F)(F)(F)F.C(N(CC)CC)C. (7) Given the product [ClH:29].[ClH:29].[NH:3]1[C:7]2[CH:8]=[CH:9][CH:10]=[CH:11][C:6]=2[N:5]=[C:4]1[C@H:12]([NH2:21])[CH2:13][C:14]1[CH:19]=[CH:18][C:17]([Br:20])=[CH:16][CH:15]=1, predict the reactants needed to synthesize it. The reactants are: N#N.[NH:3]1[C:7]2[CH:8]=[CH:9][CH:10]=[CH:11][C:6]=2[N:5]=[C:4]1[C@H:12]([NH:21]C(=O)OC(C)(C)C)[CH2:13][C:14]1[CH:19]=[CH:18][C:17]([Br:20])=[CH:16][CH:15]=1.[ClH:29]. (8) Given the product [CH2:10]([CH:9]([NH:8][C:6]1[CH:5]=[N:4][CH:3]=[C:2]([CH3:14])[N:7]=1)[CH2:12][CH3:13])[CH3:11], predict the reactants needed to synthesize it. The reactants are: Cl[C:2]1[N:7]=[C:6]([NH:8][CH:9]([CH2:12][CH3:13])[CH2:10][CH3:11])[CH:5]=[N:4][CH:3]=1.[CH3:14][Mg]Br.[Cl-].[NH4+].